Task: Predict the reactants needed to synthesize the given product.. Dataset: Full USPTO retrosynthesis dataset with 1.9M reactions from patents (1976-2016) (1) Given the product [CH3:2][C:1]1[S:35][C:6]([C:8]2[NH:9][C:10]3[C:15]([CH:16]=2)=[CH:14][CH:13]=[CH:12][C:11]=3[NH:17][S:18]([C:21]2[S:22][CH:23]=[CH:24][CH:25]=2)(=[O:20])=[O:19])=[N:5][N:4]=1, predict the reactants needed to synthesize it. The reactants are: [C:1]([NH:4][NH:5][C:6]([C:8]1[NH:9][C:10]2[C:15]([CH:16]=1)=[CH:14][CH:13]=[CH:12][C:11]=2[NH:17][S:18]([C:21]1[S:22][CH:23]=[CH:24][CH:25]=1)(=[O:20])=[O:19])=O)(=O)[CH3:2].COC1C=CC(P2(SP(C3C=CC(OC)=CC=3)(=S)S2)=[S:35])=CC=1. (2) Given the product [CH:18]1([NH:17][C:13]2[N:12]=[C:11]([C:10]3[C:9]([C:23]4[CH:28]=[CH:27][CH:26]=[C:25]([O:29][CH3:30])[CH:24]=4)=[N:8][N:7]4[C:2]([N:32]([CH3:33])[CH3:31])=[CH:3][CH:4]=[CH:5][C:6]=34)[CH:16]=[CH:15][N:14]=2)[CH2:19][CH2:20][CH2:21][CH2:22]1, predict the reactants needed to synthesize it. The reactants are: Cl[C:2]1[N:7]2[N:8]=[C:9]([C:23]3[CH:28]=[CH:27][CH:26]=[C:25]([O:29][CH3:30])[CH:24]=3)[C:10]([C:11]3[CH:16]=[CH:15][N:14]=[C:13]([NH:17][CH:18]4[CH2:22][CH2:21][CH2:20][CH2:19]4)[N:12]=3)=[C:6]2[CH:5]=[CH:4][CH:3]=1.[CH3:31][NH:32][CH3:33].C(OCC)(=O)C. (3) The reactants are: Br[C:2]1[CH:3]=[N:4][CH:5]=[C:6]([Br:8])[CH:7]=1.C1(P(C2C=CC=CC=2)C2C=CC=CC=2)C=CC=CC=1.C([O-])(=O)C.[K+].[C:33]([N:40]1[CH2:45][CH2:44][C:43](=[CH2:46])[CH2:42][CH2:41]1)([O:35][C:36]([CH3:39])([CH3:38])[CH3:37])=[O:34]. Given the product [C:36]([O:35][C:33]([N:40]1[CH2:45][CH2:44][C:43](=[CH:46][C:2]2[CH:3]=[N:4][CH:5]=[C:6]([Br:8])[CH:7]=2)[CH2:42][CH2:41]1)=[O:34])([CH3:39])([CH3:38])[CH3:37], predict the reactants needed to synthesize it. (4) Given the product [CH3:20][N:17]1[C:18]2[C:14](=[CH:13][CH:12]=[C:11]([C:10]3[C:3]4[C:4](=[N:5][CH:6]=[CH:7][C:2]=4[NH:32][S:29]([C:26]4[CH:27]=[CH:28][N:24]([CH3:23])[N:25]=4)(=[O:31])=[O:30])[N:8]([CH3:22])[CH:9]=3)[CH:19]=2)[CH2:15][CH:16]1[CH3:21], predict the reactants needed to synthesize it. The reactants are: Br[C:2]1[CH:7]=[CH:6][N:5]=[C:4]2[N:8]([CH3:22])[CH:9]=[C:10]([C:11]3[CH:19]=[C:18]4[C:14]([CH2:15][CH:16]([CH3:21])[N:17]4[CH3:20])=[CH:13][CH:12]=3)[C:3]=12.[CH3:23][N:24]1[CH:28]=[CH:27][C:26]([S:29]([NH2:32])(=[O:31])=[O:30])=[N:25]1.CC1(C)C2C(=C(P(C3C=CC=CC=3)C3C=CC=CC=3)C=CC=2)OC2C(P(C3C=CC=CC=3)C3C=CC=CC=3)=CC=CC1=2.C(=O)([O-])[O-].[Cs+].[Cs+]. (5) Given the product [NH:3]1[C:11]2[C:6](=[CH:7][CH:8]=[CH:9][CH:10]=2)[C:5]([CH:12]2[CH2:17][CH2:16][CH:15]([NH:18][CH:19]([CH:23]3[CH2:24][CH2:25][N:26]([C:35](=[O:36])/[CH:34]=[CH:33]/[C:32]4[CH:31]=[C:30]([F:29])[C:40]([F:41])=[C:39]([F:42])[CH:38]=4)[CH2:27][CH2:28]3)[C:20]([NH2:22])=[O:21])[CH2:14][CH2:13]2)=[CH:4]1, predict the reactants needed to synthesize it. The reactants are: Cl.Cl.[NH:3]1[C:11]2[C:6](=[CH:7][CH:8]=[CH:9][CH:10]=2)[C:5]([CH:12]2[CH2:17][CH2:16][CH:15]([NH:18][CH:19]([CH:23]3[CH2:28][CH2:27][NH:26][CH2:25][CH2:24]3)[C:20]([NH2:22])=[O:21])[CH2:14][CH2:13]2)=[CH:4]1.[F:29][C:30]1[CH:31]=[C:32]([CH:38]=[C:39]([F:42])[C:40]=1[F:41])/[CH:33]=[CH:34]/[C:35](O)=[O:36]. (6) Given the product [CH3:1][O:2][C:3]1[CH:12]=[C:11]2[C:6]([CH:7]=[C:8]([C:13]([OH:15])=[O:14])[CH:9]=[N:10]2)=[CH:5][CH:4]=1, predict the reactants needed to synthesize it. The reactants are: [CH3:1][O:2][C:3]1[CH:12]=[C:11]2[C:6]([CH:7]=[C:8]([C:13]([O:15]CC)=[O:14])[CH:9]=[N:10]2)=[CH:5][CH:4]=1.CO.[OH-].[Na+]. (7) Given the product [Cl:18][C:11]1[CH:10]=[C:9]([C:6]2[CH:7]=[CH:8][N:4]([CH2:3][C@@H:2]([NH:1][C:29]([C:27]3[N:28]=[C:23]4[NH:22][CH:21]=[N:20][C:24]4=[CH:25][CH:26]=3)=[O:30])[CH3:19])[N:5]=2)[CH:16]=[C:15]([F:17])[C:12]=1[C:13]#[N:14], predict the reactants needed to synthesize it. The reactants are: [NH2:1][C@@H:2]([CH3:19])[CH2:3][N:4]1[CH:8]=[CH:7][C:6]([C:9]2[CH:16]=[C:15]([F:17])[C:12]([C:13]#[N:14])=[C:11]([Cl:18])[CH:10]=2)=[N:5]1.[N:20]1[C:24]2[CH:25]=[CH:26][C:27]([C:29](O)=[O:30])=[N:28][C:23]=2[NH:22][CH:21]=1.CCN(C(C)C)C(C)C.C1C=C2N=NN(O)C2=CC=1.O.CCN=C=NCCCN(C)C.